Dataset: Full USPTO retrosynthesis dataset with 1.9M reactions from patents (1976-2016). Task: Predict the reactants needed to synthesize the given product. (1) Given the product [F:21][C:18]1[CH:19]=[CH:20][C:15]2[N:16]([CH:22]=[C:13]([CH2:9][CH2:10][C:11]#[C:12][C:2]3[N:3]=[C:4]([CH2:7][F:8])[S:5][CH:6]=3)[N:14]=2)[CH:17]=1, predict the reactants needed to synthesize it. The reactants are: Br[C:2]1[N:3]=[C:4]([CH2:7][F:8])[S:5][CH:6]=1.[CH2:9]([C:13]1[N:14]=[C:15]2[CH:20]=[CH:19][C:18]([F:21])=[CH:17][N:16]2[CH:22]=1)[CH2:10][C:11]#[CH:12]. (2) Given the product [OH:1][CH2:2][C@@H:3]1[C@@H:8]([OH:9])[C@H:7]([OH:10])[C@H:6]([OH:11])[C@@H:5]([CH2:12]/[CH:13]=[CH:14]/[C:15]2[CH:20]=[CH:19][CH:18]=[C:17]([C:21]#[C:22][C@@H:23]3[C@@H:28]([OH:29])[C@@H:27]([OH:37])[C@H:26]([OH:45])[C@@H:25]([CH2:53][OH:54])[O:24]3)[CH:16]=2)[O:4]1, predict the reactants needed to synthesize it. The reactants are: [OH:1][CH2:2][C@@H:3]1[C@@H:8]([OH:9])[C@H:7]([OH:10])[C@H:6]([OH:11])[C@@H:5]([CH2:12]/[CH:13]=[CH:14]/[C:15]2[CH:20]=[CH:19][CH:18]=[C:17]([C:21]#[C:22][C@@H:23]3[C@@H:28]([O:29]CC4C=CC=CC=4)[C@@H:27]([O:37]CC4C=CC=CC=4)[C@H:26]([O:45]CC4C=CC=CC=4)[C@@H:25]([CH2:53][O:54]CC4C=CC=CC=4)[O:24]3)[CH:16]=2)[O:4]1.[Si](I)(C)(C)C. (3) Given the product [C:13]([C:17]1[CH:18]=[CH:19][C:20]([NH:21][C:4]2[C:5]3[C:10](=[CH:9][CH:8]=[CH:7][CH:6]=3)[CH:11]=[CH:12][N:3]=2)=[CH:22][CH:23]=1)([CH3:16])([CH3:14])[CH3:15], predict the reactants needed to synthesize it. The reactants are: Cl.Cl[N:3]1[CH:12]=[CH:11][C:10]2[C:5](=[CH:6][CH:7]=[CH:8][CH:9]=2)[CH2:4]1.[C:13]([C:17]1[CH:23]=[CH:22][C:20]([NH2:21])=[CH:19][CH:18]=1)([CH3:16])([CH3:15])[CH3:14].